From a dataset of Peptide-MHC class I binding affinity with 185,985 pairs from IEDB/IMGT. Regression. Given a peptide amino acid sequence and an MHC pseudo amino acid sequence, predict their binding affinity value. This is MHC class I binding data. The peptide sequence is LTPRCMVDY. The MHC is HLA-A01:01 with pseudo-sequence HLA-A01:01. The binding affinity (normalized) is 0.419.